This data is from Catalyst prediction with 721,799 reactions and 888 catalyst types from USPTO. The task is: Predict which catalyst facilitates the given reaction. (1) The catalyst class is: 2. Reactant: [CH3:1][O:2][C:3](=[O:17])[C:4]1[CH:9]=[C:8]([OH:10])[C:7]([Br:11])=[C:6]([OH:12])[C:5]=1[CH2:13][C:14]([CH3:16])=[CH2:15].B(F)(F)F.CCOCC.O. Product: [CH3:1][O:2][C:3]([C:4]1[CH:9]=[C:8]([OH:10])[C:7]([Br:11])=[C:6]2[O:12][C:14]([CH3:16])([CH3:15])[CH2:13][C:5]=12)=[O:17]. (2) Reactant: [H-].[Na+].[CH2:3]([O:10][C:11]([N:13]1[CH2:18][CH:17]([O:19][CH2:20][C:21]2[CH:22]=[CH:23][C:24]3[O:29][CH2:28][CH2:27][N:26]([CH2:30][CH2:31][CH2:32][O:33][CH3:34])[C:25]=3[CH:35]=2)[CH:16]([C:36]2[CH:41]=[CH:40][C:39]([O:42][CH:43]3[CH2:47][CH2:46][N:45]([C:48]4[CH:53]=[CH:52][CH:51]=[C:50]([F:54])[CH:49]=4)[CH2:44]3)=[CH:38][CH:37]=2)[CH:15]([NH:55][C:56]([O:58][CH2:59][C:60]2[CH:65]=[CH:64][CH:63]=[CH:62][CH:61]=2)=[O:57])[CH2:14]1)=[O:12])[C:4]1[CH:9]=[CH:8][CH:7]=[CH:6][CH:5]=1.[CH3:66]I. Product: [CH2:3]([O:10][C:11]([N:13]1[CH2:18][CH:17]([O:19][CH2:20][C:21]2[CH:22]=[CH:23][C:24]3[O:29][CH2:28][CH2:27][N:26]([CH2:30][CH2:31][CH2:32][O:33][CH3:34])[C:25]=3[CH:35]=2)[CH:16]([C:36]2[CH:41]=[CH:40][C:39]([O:42][CH:43]3[CH2:47][CH2:46][N:45]([C:48]4[CH:53]=[CH:52][CH:51]=[C:50]([F:54])[CH:49]=4)[CH2:44]3)=[CH:38][CH:37]=2)[CH:15]([N:55]([C:56]([O:58][CH2:59][C:60]2[CH:65]=[CH:64][CH:63]=[CH:62][CH:61]=2)=[O:57])[CH3:66])[CH2:14]1)=[O:12])[C:4]1[CH:9]=[CH:8][CH:7]=[CH:6][CH:5]=1. The catalyst class is: 9. (3) Reactant: C1([NH2+]C2CCCCC2)CCCCC1.C([NH:24][C@H:25]([C:30]([O-:32])=O)[C:26]([CH3:29])([CH3:28])[CH3:27])(OCC1C=CC=CC=1)=O.CCN(C(C)C)C(C)C.ClC(OCC(C)C)=O.[CH2:50]([CH2:52][NH2:53])[OH:51]. Product: [NH2:24][C@@H:25]([C:26]([CH3:27])([CH3:28])[CH3:29])[C:30]([NH:53][CH2:52][CH2:50][OH:51])=[O:32]. The catalyst class is: 2. (4) Reactant: CC(OC(/N=N/C(OC(C)C)=O)=O)C.Cl[C:16]1[C:25]2[C:20](=[CH:21][C:22]([CH2:26][OH:27])=[CH:23][CH:24]=2)[N:19]=[C:18]([CH3:28])[CH:17]=1.C1(P(C2C=CC=CC=2)C2C=CC=CC=2)C=CC=CC=1.[F:48][C:49]1[CH:54]=[CH:53][C:52](O)=[CH:51][CH:50]=1.[NH:56]1[CH2:60][CH2:59][CH2:58][CH2:57]1. Product: [F:48][C:49]1[CH:54]=[CH:53][C:52]([O:27][CH2:26][C:22]2[CH:21]=[C:20]3[C:25]([C:16]([N:56]4[CH2:60][CH2:59][CH2:58][CH2:57]4)=[CH:17][C:18]([CH3:28])=[N:19]3)=[CH:24][CH:23]=2)=[CH:51][CH:50]=1. The catalyst class is: 4. (5) Reactant: [C:1]([O:5][C:6]([N:8]1[CH2:13][CH2:12][CH:11]([NH:14][CH2:15][C:16]2[C:21]([CH3:22])=[CH:20][C:19]([CH3:23])=[CH:18][N:17]=2)[CH2:10][CH2:9]1)=[O:7])([CH3:4])([CH3:3])[CH3:2].[CH3:24][C:25]([C:33]1[C:34]([CH:39]=O)=[N:35][CH:36]=[CH:37][CH:38]=1)([C:27]1[CH:32]=[CH:31][CH:30]=[CH:29][CH:28]=1)[CH3:26].[BH-](OC(C)=O)(OC(C)=O)OC(C)=O.[Na+]. Product: [C:1]([O:5][C:6]([N:8]1[CH2:13][CH2:12][CH:11]([N:14]([CH2:15][C:16]2[C:21]([CH3:22])=[CH:20][C:19]([CH3:23])=[CH:18][N:17]=2)[CH2:39][C:34]2[C:33]([C:25]([CH3:26])([C:27]3[CH:32]=[CH:31][CH:30]=[CH:29][CH:28]=3)[CH3:24])=[CH:38][CH:37]=[CH:36][N:35]=2)[CH2:10][CH2:9]1)=[O:7])([CH3:4])([CH3:3])[CH3:2]. The catalyst class is: 2. (6) Reactant: F[C:2](F)(F)[C:3]([OH:5])=[O:4].[CH3:8][C:9]1[CH:10]=[C:11](O)[C:12](=[CH:16][CH:17]=1)[C:13](O)=[O:14].F[C:20](F)(F)C(OC(=O)C(F)(F)F)=O. Product: [CH3:2][C:3]1([CH3:20])[O:5][C:13](=[O:14])[C:12]2[CH:16]=[CH:17][C:9]([CH3:8])=[CH:10][C:11]=2[O:4]1. The catalyst class is: 21.